From a dataset of Forward reaction prediction with 1.9M reactions from USPTO patents (1976-2016). Predict the product of the given reaction. (1) Given the reactants C(OC([N:8]1[CH2:12][CH2:11][C:10]([CH2:14][C:15]2[CH:20]=[CH:19][C:18]([Cl:21])=[CH:17][CH:16]=2)([OH:13])[CH2:9]1)=O)(C)(C)C.FC(F)(F)C(O)=O, predict the reaction product. The product is: [Cl:21][C:18]1[CH:17]=[CH:16][C:15]([CH2:14][C:10]2([OH:13])[CH2:11][CH2:12][NH:8][CH2:9]2)=[CH:20][CH:19]=1. (2) Given the reactants [F:1][C:2]([F:25])([F:24])[C:3]([N:5]1[CH2:11][CH2:10][C:9]2[C:12](OS(C(F)(F)F)(=O)=O)=[CH:13][CH:14]=[CH:15][C:8]=2[CH2:7][CH2:6]1)=[O:4].C(N(CC)CC)C.[C:33]1([C:39]#[CH:40])[CH:38]=[CH:37][CH:36]=[CH:35][CH:34]=1, predict the reaction product. The product is: [C:33]1([C:39]#[C:40][C:12]2[C:9]3[CH2:10][CH2:11][N:5]([C:3](=[O:4])[C:2]([F:25])([F:24])[F:1])[CH2:6][CH2:7][C:8]=3[CH:15]=[CH:14][CH:13]=2)[CH:38]=[CH:37][CH:36]=[CH:35][CH:34]=1. (3) Given the reactants [OH:1][C:2]([CH:11]([CH3:13])[CH3:12])=[CH:3][C:4](=O)[C:5]([O:7][CH2:8][CH3:9])=[O:6].Cl.[CH3:15][O:16][NH2:17].C(O)C, predict the reaction product. The product is: [CH3:15][O:16][N:17]=[C:4]([CH2:3][C:2](=[O:1])[CH:11]([CH3:13])[CH3:12])[C:5]([O:7][CH2:8][CH3:9])=[O:6]. (4) Given the reactants [S:1]1[CH:5]=[CH:4][CH:3]=[C:2]1[C:6]1[N:10]2[N:11]=[C:12]([S:15][CH2:16][C:17]([OH:19])=O)[CH:13]=[CH:14][C:9]2=[N:8][N:7]=1.CN(C(ON1N=N[C:30]2[CH:31]=[CH:32][CH:33]=[N:34][C:29]1=2)=[N+](C)C)C.F[P-](F)(F)(F)(F)F.N1CCCCC1.CCN(C(C)C)C(C)C, predict the reaction product. The product is: [N:34]1([C:17](=[O:19])[CH2:16][S:15][C:12]2[CH:13]=[CH:14][C:9]3[N:10]([C:6]([C:2]4[S:1][CH:5]=[CH:4][CH:3]=4)=[N:7][N:8]=3)[N:11]=2)[CH2:29][CH2:30][CH2:31][CH2:32][CH2:33]1. (5) Given the reactants [C:1]([NH:6][NH:7][C:8](=[O:18])[C:9]1[CH:14]=[CH:13][CH:12]=[C:11]([N+:15]([O-:17])=[O:16])[CH:10]=1)(=O)[CH:2]([CH3:4])[CH3:3].C(Br)(Br)(Br)Br.C1(P(C2C=CC=CC=2)C2C=CC=CC=2)C=CC=CC=1.OS([O-])(=O)=O.[K+], predict the reaction product. The product is: [CH:2]([C:1]1[O:18][C:8]([C:9]2[CH:14]=[CH:13][CH:12]=[C:11]([N+:15]([O-:17])=[O:16])[CH:10]=2)=[N:7][N:6]=1)([CH3:3])[CH3:4]. (6) Given the reactants [CH2:1]([O:3][C:4](=[O:17])[C:5]([CH3:16])([CH3:15])[C:6]([C:8]1[CH:13]=[CH:12][C:11]([OH:14])=[CH:10][CH:9]=1)=[O:7])[CH3:2].Cl[CH2:19][C:20]1[C:29]2[C:24](=[CH:25][CH:26]=[CH:27][CH:28]=2)[N:23]=[C:22]([CH3:30])[CH:21]=1.C(=O)([O-])[O-].[Cs+].[Cs+], predict the reaction product. The product is: [CH2:1]([O:3][C:4](=[O:17])[C:5]([CH3:16])([CH3:15])[C:6]([C:8]1[CH:9]=[CH:10][C:11]([O:14][CH2:19][C:20]2[C:29]3[C:24](=[CH:25][CH:26]=[CH:27][CH:28]=3)[N:23]=[C:22]([CH3:30])[CH:21]=2)=[CH:12][CH:13]=1)=[O:7])[CH3:2]. (7) Given the reactants F[C:2]1[CH:9]=[CH:8][CH:7]=[CH:6][C:3]=1[CH:4]=[O:5].[Br:10][C:11]1[CH:16]=[CH:15][C:14]([OH:17])=[C:13]([O:18][CH3:19])[CH:12]=1.C(=O)([O-])[O-].[Cs+].[Cs+].O, predict the reaction product. The product is: [Br:10][C:11]1[CH:16]=[CH:15][C:14]([O:17][C:2]2[CH:9]=[CH:8][CH:7]=[CH:6][C:3]=2[CH:4]=[O:5])=[C:13]([O:18][CH3:19])[CH:12]=1. (8) Given the reactants [Cl:1][C:2]1[CH:3]=[C:4]([N:21]2[C:26](=[O:27])[NH:25][C:24](=[O:28])[CH:23]=[N:22]2)[CH:5]=[C:6]([Cl:20])[C:7]=1[O:8][C:9]1[CH:14]=[CH:13][C:12]([O:15][CH3:16])=[C:11]([N+:17]([O-:19])=[O:18])[CH:10]=1.[H-].[Na+].[CH3:31][Si:32]([CH2:35][CH2:36][O:37][CH2:38]Cl)([CH3:34])[CH3:33], predict the reaction product. The product is: [Cl:1][C:2]1[CH:3]=[C:4]([N:21]2[C:26](=[O:27])[N:25]([CH2:38][O:37][CH2:36][CH2:35][Si:32]([CH3:34])([CH3:33])[CH3:31])[C:24](=[O:28])[CH:23]=[N:22]2)[CH:5]=[C:6]([Cl:20])[C:7]=1[O:8][C:9]1[CH:14]=[CH:13][C:12]([O:15][CH3:16])=[C:11]([N+:17]([O-:19])=[O:18])[CH:10]=1. (9) The product is: [I:26][C:21]1[C:20](=[O:22])[N:19]2[CH:23]=[CH:24][S:25][C:18]2=[N:17][C:16]=1/[CH:15]=[CH:14]/[C:7]1[CH:8]=[CH:9][CH:10]=[C:11]([O:12][CH3:13])[C:6]=1[O:5][CH2:1][CH:2]([CH3:4])[CH3:3]. Given the reactants [CH2:1]([O:5][C:6]1[C:11]([O:12][CH3:13])=[CH:10][CH:9]=[CH:8][C:7]=1/[CH:14]=[CH:15]/[C:16]1[N:17]=[C:18]2[S:25][CH:24]=[CH:23][N:19]2[C:20](=[O:22])[CH:21]=1)[CH:2]([CH3:4])[CH3:3].[I:26]N1C(=O)CCC1=O, predict the reaction product. (10) Given the reactants [Cl:1][C:2]1[C:16]2[C:11](=[CH:12][CH:13]=[CH:14][CH:15]=2)[C:5]2[O:6][CH:7]([CH2:9][NH2:10])[CH2:8][C:4]=2[CH:3]=1.C(N(C(C)C)CC)(C)C.Cl[C:27]([O:29][CH2:30][C:31]1[CH:36]=[CH:35][CH:34]=[CH:33][CH:32]=1)=[O:28].O1C(CNC(=O)OCC2C=CC=CC=2)CC2C=CC3CCCC=3C1=2, predict the reaction product. The product is: [Cl:1][C:2]1[C:16]2[C:11](=[CH:12][CH:13]=[CH:14][CH:15]=2)[C:5]2[O:6][CH:7]([CH2:9][NH:10][C:27](=[O:28])[O:29][CH2:30][C:31]3[CH:36]=[CH:35][CH:34]=[CH:33][CH:32]=3)[CH2:8][C:4]=2[CH:3]=1.